Dataset: Full USPTO retrosynthesis dataset with 1.9M reactions from patents (1976-2016). Task: Predict the reactants needed to synthesize the given product. (1) Given the product [N:35]1([CH:34]2[CH2:21][CH2:20][N:19]([C:18]3[C:17]([C:32]#[N:33])=[CH:16][C:25]4[C:20](=[CH:21][CH:22]=[CH:23][CH:24]=4)[N:19]=3)[CH2:18][CH2:17]2)[CH2:39][CH2:38][CH2:37][CH2:36]1, predict the reactants needed to synthesize it. The reactants are: ClC1C=C(N[C:16]2[C:25]3[C:20](=[CH:21][C:22](F)=[C:23](OCCOC)[CH:24]=3)[N:19]=[CH:18][C:17]=2[C:32]#[N:33])C=CC=1SC1N(C)C=CN=1.[CH3:34][N:35]1[CH2:39][CH2:38][CH2:37][C:36]1=O. (2) Given the product [CH2:26]([C:23]1[CH:22]=[CH:21][C:20]([CH:18]([CH3:19])[C:17]([O:16][C:13]2[CH:12]=[CH:11][C:10]([C:9]([O:8][CH2:7][CH:5]([OH:6])[CH2:4][OH:3])=[O:31])=[CH:15][CH:14]=2)=[O:30])=[CH:25][CH:24]=1)[CH:27]([CH3:29])[CH3:28], predict the reactants needed to synthesize it. The reactants are: CC1(C)[O:6][CH:5]([CH2:7][O:8][C:9](=[O:31])[C:10]2[CH:15]=[CH:14][C:13]([O:16][C:17](=[O:30])[CH:18]([C:20]3[CH:25]=[CH:24][C:23]([CH2:26][CH:27]([CH3:29])[CH3:28])=[CH:22][CH:21]=3)[CH3:19])=[CH:12][CH:11]=2)[CH2:4][O:3]1. (3) Given the product [CH2:23]([O:22][C@@H:5]([CH2:6][C:7]1[CH:8]=[CH:9][C:10]([O:13][CH2:14][C:15]2[S:16][C:17]([C:35]3[CH:34]=[CH:33][C:32]([C:29]4[O:28][C:27]([CH3:26])=[N:31][N:30]=4)=[CH:37][CH:36]=3)=[CH:18][C:19]=2[CH3:20])=[CH:11][CH:12]=1)[C:4]([OH:3])=[O:25])[CH3:24], predict the reactants needed to synthesize it. The reactants are: C([O:3][C:4](=[O:25])[C@@H:5]([O:22][CH2:23][CH3:24])[CH2:6][C:7]1[CH:12]=[CH:11][C:10]([O:13][CH2:14][C:15]2[S:16][C:17](Br)=[CH:18][C:19]=2[CH3:20])=[CH:9][CH:8]=1)C.[CH3:26][C:27]1[O:28][C:29]([C:32]2[CH:37]=[CH:36][C:35](B3OC(C)(C)C(C)(C)O3)=[CH:34][CH:33]=2)=[N:30][N:31]=1. (4) Given the product [CH3:10][O:9][C:7]1[CH:6]=[C:5]2[C:4](=[C:3]([O:2][CH3:1])[CH:8]=1)[CH:15]=[N:14][CH:12]([CH3:13])[CH2:11]2, predict the reactants needed to synthesize it. The reactants are: [CH3:1][O:2][C:3]1[CH:4]=[C:5]([CH2:11][CH:12]([NH:14][CH:15]=O)[CH3:13])[CH:6]=[C:7]([O:9][CH3:10])[CH:8]=1.O=P(Cl)(Cl)Cl. (5) Given the product [N:4]1([CH2:3][CH2:2][N:26]([C:24]2[CH:23]=[CH:22][C:17]([C:18]([O:20][CH3:21])=[O:19])=[C:16]([Cl:15])[CH:25]=2)[S:27]([CH3:30])(=[O:28])=[O:29])[CH:8]=[CH:7][CH:6]=[CH:5]1, predict the reactants needed to synthesize it. The reactants are: Br[CH2:2][CH2:3][N:4]1[CH:8]=[CH:7][CH:6]=[CH:5]1.C(=O)([O-])[O-].[Cs+].[Cs+].[Cl:15][C:16]1[CH:25]=[C:24]([NH:26][S:27]([CH3:30])(=[O:29])=[O:28])[CH:23]=[CH:22][C:17]=1[C:18]([O:20][CH3:21])=[O:19]. (6) Given the product [C:1]([C:5]1[CH:24]=[CH:23][CH:22]=[CH:21][C:6]=1[O:7][CH:8]1[CH2:9][N:10]([C:12](=[O:20])[CH2:13][CH2:14][C:15]([OH:17])=[O:16])[CH2:11]1)([CH3:4])([CH3:2])[CH3:3], predict the reactants needed to synthesize it. The reactants are: [C:1]([C:5]1[CH:24]=[CH:23][CH:22]=[CH:21][C:6]=1[O:7][CH:8]1[CH2:11][N:10]([C:12](=[O:20])[CH2:13][CH2:14][C:15]([O:17]CC)=[O:16])[CH2:9]1)([CH3:4])([CH3:3])[CH3:2].[OH-].[Li+].Cl. (7) Given the product [F:30][C:22]1[CH:21]=[C:20]([C:16]2[S:15][C:14]([NH:13][C:11]([NH:10][CH2:9][CH2:8][C:6]3[O:7][C:3]([CH3:1])=[CH:4][N:5]=3)=[O:12])=[N:18][C:17]=2[CH3:19])[CH:25]=[CH:24][C:23]=1[S:26]([CH3:29])(=[O:27])=[O:28], predict the reactants needed to synthesize it. The reactants are: [CH2:1]([C:3]1[O:7][C:6]([CH2:8][CH2:9][NH:10][C:11]([NH:13][C:14]2[S:15][C:16]([C:20]3[CH:25]=[CH:24][C:23]([S:26]([CH3:29])(=[O:28])=[O:27])=[C:22]([F:30])[CH:21]=3)=[C:17]([CH3:19])[N:18]=2)=[O:12])=[N:5][CH:4]=1)C.C(C1OC(CCN)=NC=1)C.CC1OC(CCN)=NC=1.Cl.C(C1OC(CCN)=NC=1)C.NCC(O)CC.NCC(O)C.